From a dataset of Forward reaction prediction with 1.9M reactions from USPTO patents (1976-2016). Predict the product of the given reaction. (1) Given the reactants [Cl:1][C:2]1[CH:7]=[CH:6][C:5]([C@@H:8]2[CH2:12][N:11]([C:13]3[CH:18]=[CH:17][C:16](=[O:19])[NH:15][N:14]=3)[CH2:10][C@H:9]2[C:20]([O:22][CH3:23])=[O:21])=[CH:4][CH:3]=1.[CH3:24]I, predict the reaction product. The product is: [Cl:1][C:2]1[CH:7]=[CH:6][C:5]([C@@H:8]2[CH2:12][N:11]([C:13]3[CH:18]=[CH:17][C:16](=[O:19])[N:15]([CH3:24])[N:14]=3)[CH2:10][C@H:9]2[C:20]([O:22][CH3:23])=[O:21])=[CH:4][CH:3]=1. (2) Given the reactants Cl[C:2](Cl)([O:4]C(=O)OC(Cl)(Cl)Cl)Cl.[NH2:13][C:14]1[CH:15]=[CH:16][C:17]([O:20][C:21]2[CH:28]=[CH:27][C:24]([C:25]#[N:26])=[CH:23][C:22]=2[C:29]([F:32])([F:31])[F:30])=[N:18][CH:19]=1.Cl.[CH3:34][C:35]([C:38]([O:40][CH3:41])=[O:39])([CH3:37])[NH2:36], predict the reaction product. The product is: [C:25]([C:24]1[CH:27]=[CH:28][C:21]([O:20][C:17]2[N:18]=[CH:19][C:14]([NH:13][C:2]([NH:36][C:35]([CH3:37])([C:38]([O:40][CH3:41])=[O:39])[CH3:34])=[O:4])=[CH:15][CH:16]=2)=[C:22]([C:29]([F:32])([F:30])[F:31])[CH:23]=1)#[N:26]. (3) Given the reactants [F:1][C:2]1[CH:3]=[C:4]([N:8]2[C:12](I)=[CH:11][C:10]([NH2:14])=[N:9]2)[CH:5]=[CH:6][CH:7]=1.[F:15][C:16]([F:28])([F:27])[O:17][C:18]1[CH:19]=[C:20](B(O)O)[CH:21]=[CH:22][CH:23]=1.C(=O)([O-])[O-].[Na+].[Na+].C1(P(C2CCCCC2)C2CCCCC2)CCCCC1.C(=O)([O-])O.[Na+], predict the reaction product. The product is: [F:1][C:2]1[CH:3]=[C:4]([N:8]2[C:12]([C:20]3[CH:21]=[CH:22][CH:23]=[C:18]([O:17][C:16]([F:15])([F:27])[F:28])[CH:19]=3)=[CH:11][C:10]([NH2:14])=[N:9]2)[CH:5]=[CH:6][CH:7]=1.